This data is from Reaction yield outcomes from USPTO patents with 853,638 reactions. The task is: Predict the reaction yield, written as a fraction of the theoretical maximum amount of product (1.0 means a 100% yield; for example, 0.34 means a 34% yield). (1) The reactants are [O:1]=[S:2]1(=[O:22])[CH2:7][CH2:6][N:5]([CH2:8][CH2:9][CH2:10][N:11]2C(=O)C3C(=CC=CC=3)C2=O)[CH2:4][CH2:3]1.O.NN. The catalyst is C(O)C. The product is [O:22]=[S:2]1(=[O:1])[CH2:7][CH2:6][N:5]([CH2:8][CH2:9][CH2:10][NH2:11])[CH2:4][CH2:3]1. The yield is 0.860. (2) The reactants are Cl[C:2]1[CH:7]=[CH:6][N:5]=[C:4]2[O:8][C:9]3([CH:15]4[CH2:16][CH2:17][N:12]([CH2:13][CH2:14]4)[CH2:11]3)[CH2:10][C:3]=12.C(=O)([O-])[O-].[Na+].[Na+].[CH3:24][N:25]1[CH2:30][CH2:29][NH:28][CH2:27][CH2:26]1. The catalyst is O. The product is [CH3:24][N:25]1[CH2:30][CH2:29][N:28]([C:2]2[CH:7]=[CH:6][N:5]=[C:4]3[O:8][C:9]4([CH:15]5[CH2:16][CH2:17][N:12]([CH2:13][CH2:14]5)[CH2:11]4)[CH2:10][C:3]=23)[CH2:27][CH2:26]1. The yield is 0.480. (3) The reactants are [NH2:1][C:2]1[N:7]=[CH:6][N:5]=[C:4]2[N:8]([CH2:21][C:22]3[O:23][C:24]4[C:29]([C:30](=[O:39])[C:31]=3[C:32]3[CH:37]=[CH:36][CH:35]=[C:34]([F:38])[CH:33]=3)=[CH:28][C:27]([F:40])=[CH:26][CH:25]=4)[N:9]=[C:10]([C:11]3[CH:16]=[C:15]([F:17])[C:14]([O:18]C)=[C:13]([F:20])[CH:12]=3)[C:3]=12. The catalyst is ClCCl.B(Br)(Br)Br. The product is [NH2:1][C:2]1[N:7]=[CH:6][N:5]=[C:4]2[N:8]([CH2:21][C:22]3[O:23][C:24]4[C:29]([C:30](=[O:39])[C:31]=3[C:32]3[CH:37]=[CH:36][CH:35]=[C:34]([F:38])[CH:33]=3)=[CH:28][C:27]([F:40])=[CH:26][CH:25]=4)[N:9]=[C:10]([C:11]3[CH:12]=[C:13]([F:20])[C:14]([OH:18])=[C:15]([F:17])[CH:16]=3)[C:3]=12. The yield is 0.230. (4) The reactants are [C:1]([C:3]1[CH:4]=[C:5]([N:18]([C:23]2[C:42]([CH:43]3[CH2:45][CH2:44]3)=[CH:41][C:26]3[C:27]([C:37]([NH:39][CH3:40])=[O:38])=[C:28]([C:30]4[CH:35]=[CH:34][C:33]([F:36])=[CH:32][CH:31]=4)[O:29][C:25]=3[CH:24]=2)[S:19]([CH3:22])(=[O:21])=[O:20])[CH:6]=[CH:7][C:8]=1[B:9]1[O:13]C(C)(C)C(C)(C)[O:10]1)#[N:2].Cl.I([O-])(=O)(=O)=O.[Na+]. The catalyst is O1CCCC1. The product is [C:1]([C:3]1[CH:4]=[C:5]([N:18]([C:23]2[C:42]([CH:43]3[CH2:44][CH2:45]3)=[CH:41][C:26]3[C:27]([C:37](=[O:38])[NH:39][CH3:40])=[C:28]([C:30]4[CH:31]=[CH:32][C:33]([F:36])=[CH:34][CH:35]=4)[O:29][C:25]=3[CH:24]=2)[S:19]([CH3:22])(=[O:21])=[O:20])[CH:6]=[CH:7][C:8]=1[B:9]([OH:10])[OH:13])#[N:2]. The yield is 0.620. (5) The reactants are [CH2:1]([N:8]1[CH2:12][CH:11]([C:13]2[CH:18]=[CH:17][CH:16]=[C:15]([Cl:19])[CH:14]=2)[CH:10]([NH2:20])[CH2:9]1)[C:2]1[CH:7]=[CH:6][CH:5]=[CH:4][CH:3]=1.[C:21]([O-])([O-])=O.[K+].[K+].ClC(OCC)=O.B. The catalyst is C1COCC1.O. The product is [CH2:1]([N:8]1[CH2:12][CH:11]([C:13]2[CH:18]=[CH:17][CH:16]=[C:15]([Cl:19])[CH:14]=2)[CH:10]([NH:20][CH3:21])[CH2:9]1)[C:2]1[CH:7]=[CH:6][CH:5]=[CH:4][CH:3]=1. The yield is 0.570.